Dataset: Reaction yield outcomes from USPTO patents with 853,638 reactions. Task: Predict the reaction yield, written as a fraction of the theoretical maximum amount of product (1.0 means a 100% yield; for example, 0.34 means a 34% yield). (1) The reactants are [Br:1][C:2]1[S:3][CH:4]=[CH:5][C:6]=1[CH2:7][CH2:8][OH:9].[C:10]([Si:14](Cl)([CH3:16])[CH3:15])([CH3:13])([CH3:12])[CH3:11].N1C=CN=C1.O. The catalyst is CN(C)C=O. The product is [Br:1][C:2]1[S:3][CH:4]=[CH:5][C:6]=1[CH2:7][CH2:8][O:9][Si:14]([C:10]([CH3:13])([CH3:12])[CH3:11])([CH3:16])[CH3:15]. The yield is 0.840. (2) The reactants are [Cl:1]C1C=C(Cl)C=CC=1CCNC1N=C(OC)N=C(C2C=C(O)C=CC=2)C=1.[N+](C1C=CC(CCN)=CC=1)([O-])=O.[Cl:39][C:40]1[CH:45]=[CH:44][CH:43]=[C:42]([F:46])[C:41]=1[CH2:47][CH2:48][NH:49][C:50]1[CH:55]=[C:54]([C:56]2[CH:61]=[CH:60][CH:59]=[C:58]([O:62][CH3:63])[CH:57]=2)[N:53]=[C:52]([O:64][CH3:65])[N:51]=1.Cl. The catalyst is CCO.CCOCC.C(#N)C. The product is [ClH:1].[Cl:39][C:40]1[CH:45]=[CH:44][CH:43]=[C:42]([F:46])[C:41]=1[CH2:47][CH2:48][NH:49][C:50]1[CH:55]=[C:54]([C:56]2[CH:61]=[CH:60][CH:59]=[C:58]([O:62][CH3:63])[CH:57]=2)[N:53]=[C:52]([O:64][CH3:65])[N:51]=1. The yield is 0.600. (3) The reactants are [NH:1]1[C:9]2[C:4](=[CH:5][CH:6]=[CH:7][CH:8]=2)[CH2:3][C:2]1=[O:10].[Li+].C[Si]([N-][Si](C)(C)C)(C)C.C1COCC1.[Cl:26][CH2:27][CH2:28][N:29]([CH3:40])[C:30]1[CH:31]=[C:32]2[C:36](=[CH:37][CH:38]=1)[C:35](=O)[O:34][CH2:33]2.Cl. The catalyst is C(COC)OC. The product is [Cl:26][CH2:27][CH2:28][N:29]([CH3:40])[C:30]1[CH:31]=[C:32]2[C:36](=[CH:37][CH:38]=1)[C:35](=[C:3]1[C:4]3[C:9](=[CH:8][CH:7]=[CH:6][CH:5]=3)[NH:1][C:2]1=[O:10])[O:34][CH2:33]2. The yield is 0.790. (4) The reactants are [CH3:1][O:2][C:3]1[S:7][C:6]2=[N:8][C:9]([C:11]3[O:12][C:13]4[CH:19]=[C:18]([O:20][CH3:21])[CH:17]=[C:16]([O:22][CH2:23][C:24]#[CH:25])[C:14]=4[CH:15]=3)=[CH:10][N:5]2[N:4]=1.[N:26]([C:29]1[CH:34]=[CH:33][CH:32]=[CH:31][CH:30]=1)=[N+:27]=[N-:28].CN(C=O)C. No catalyst specified. The product is [CH3:1][O:2][C:3]1[S:7][C:6]2=[N:8][C:9]([C:11]3[O:12][C:13]4[CH:19]=[C:18]([O:20][CH3:21])[CH:17]=[C:16]([O:22][CH2:23][C:24]5[N:26]([C:29]6[CH:34]=[CH:33][CH:32]=[CH:31][CH:30]=6)[N:27]=[N:28][CH:25]=5)[C:14]=4[CH:15]=3)=[CH:10][N:5]2[N:4]=1. The yield is 0.140. (5) The reactants are [OH:1][C:2]1[CH:9]=[CH:8][C:5]([CH:6]=O)=[CH:4][CH:3]=1.[C:10]([O:14][C:15]([CH3:18])([CH3:17])[CH3:16])(=[O:13])[NH:11][NH2:12].Cl. The catalyst is C1COCC1. The product is [C:15]([O:14][C:10]([NH:11][N:12]=[CH:6][C:5]1[CH:8]=[CH:9][C:2]([OH:1])=[CH:3][CH:4]=1)=[O:13])([CH3:18])([CH3:17])[CH3:16]. The yield is 1.00. (6) The reactants are [N:1]1([CH:6]2[CH2:11][CH2:10][N:9](C(OC(C)(C)C)=O)[CH2:8][CH2:7]2)[CH:5]=[CH:4][CH:3]=[N:2]1. The catalyst is Cl.O1CCOCC1. The product is [N:1]1([CH:6]2[CH2:11][CH2:10][NH:9][CH2:8][CH2:7]2)[CH:5]=[CH:4][CH:3]=[N:2]1. The yield is 0.960.